From a dataset of Full USPTO retrosynthesis dataset with 1.9M reactions from patents (1976-2016). Predict the reactants needed to synthesize the given product. (1) The reactants are: CS(O[CH2:6][CH:7]1[N:18]2[C:19]3[C:10](=[C:11]([F:21])[CH:12]=[N:13][C:14]=3[CH:15]=[CH:16][C:17]2=[O:20])[CH2:9][CH2:8]1)(=O)=O.[C:22]([O:26][C:27](=[O:36])[NH:28][C@H:29]1[CH2:34][CH2:33][NH:32][CH2:31][C@H:30]1[OH:35])([CH3:25])([CH3:24])[CH3:23]. Given the product [F:21][C:11]1[CH:12]=[N:13][C:14]2[CH:15]=[CH:16][C:17](=[O:20])[N:18]3[CH:7]([CH2:6][N:32]4[CH2:33][CH2:34][C@H:29]([NH:28][C:27](=[O:36])[O:26][C:22]([CH3:23])([CH3:24])[CH3:25])[C@H:30]([OH:35])[CH2:31]4)[CH2:8][CH2:9][C:10]=1[C:19]=23, predict the reactants needed to synthesize it. (2) Given the product [F:24][C:21]([F:22])([F:23])[O:20][C:15]1[CH:16]=[CH:17][CH:18]=[CH:19][C:14]=1[C:13]1[CH:12]=[CH:11][N:10]=[CH:9][C:8]=1[NH:7][CH2:25][C:26]#[N:27], predict the reactants needed to synthesize it. The reactants are: C(OC(=O)[N:7]([CH2:25][C:26]#[N:27])[C:8]1[CH:9]=[N:10][CH:11]=[CH:12][C:13]=1[C:14]1[CH:19]=[CH:18][CH:17]=[CH:16][C:15]=1[O:20][C:21]([F:24])([F:23])[F:22])(C)(C)C.FC(F)(F)C(O)=O. (3) Given the product [CH3:32][CH:5]([CH3:4])[CH:6]([NH:19][C:20]([CH:22]1[CH2:26][CH:25]([CH2:27][CH2:28][CH2:29][CH2:30][CH3:31])[CH2:24][N:23]1[CH2:1][CH2:2][OH:3])=[O:21])[CH:7]1[CH:12]([OH:13])[CH:11]([OH:14])[CH:10]([OH:15])[CH:9]([CH2:16][CH2:17][CH3:18])[O:8]1, predict the reactants needed to synthesize it. The reactants are: [CH2:1]1[O:3][CH2:2]1.[CH3:4][CH:5]([CH3:32])[CH:6]([NH:19][C:20]([CH:22]1[CH2:26][CH:25]([CH2:27][CH2:28][CH2:29][CH2:30][CH3:31])[CH2:24][NH:23]1)=[O:21])[CH:7]1[CH:12]([OH:13])[CH:11]([OH:14])[CH:10]([OH:15])[CH:9]([CH2:16][CH2:17][CH3:18])[O:8]1. (4) Given the product [CH3:1][O:2][C:3](=[O:19])[C:4]1[CH:9]=[CH:8][C:7]([CH:10]([NH:11][CH2:12][C:13]2[CH:18]=[CH:17][CH:16]=[CH:15][CH:14]=2)[P:20]([O:23][CH3:24])([O:21][CH3:22])=[O:25])=[CH:6][CH:5]=1, predict the reactants needed to synthesize it. The reactants are: [CH3:1][O:2][C:3](=[O:19])[C:4]1[CH:9]=[CH:8][C:7](/[CH:10]=[N:11]/[CH2:12][C:13]2[CH:18]=[CH:17][CH:16]=[CH:15][CH:14]=2)=[CH:6][CH:5]=1.[P:20]([O-:25])([O:23][CH3:24])[O:21][CH3:22].